From a dataset of Reaction yield outcomes from USPTO patents with 853,638 reactions. Predict the reaction yield, written as a fraction of the theoretical maximum amount of product (1.0 means a 100% yield; for example, 0.34 means a 34% yield). (1) The reactants are [CH3:1][O:2][CH2:3][CH2:4][O:5][C:6]1[CH:7]=[C:8]2[C:12](=[CH:13][CH:14]=1)[NH:11][C:10]([C:15]1[C:16]([CH3:22])=[N:17][N:18]([CH3:21])[C:19]=1[CH3:20])=[C:9]2[CH:23]=O.[CH3:25][NH:26][C:27]([NH:29][C:30]1[CH:31]=[CH:32][C:33]2[O:37][CH2:36][C:35](=[O:38])[C:34]=2[CH:39]=1)=[O:28]. The catalyst is Cl.CCO.CCOC(C)=O. The product is [CH3:1][O:2][CH2:3][CH2:4][O:5][C:6]1[CH:7]=[C:8]2[C:12](=[CH:13][CH:14]=1)[NH:11][C:10]([C:15]1[C:16]([CH3:22])=[N:17][N:18]([CH3:21])[C:19]=1[CH3:20])=[C:9]2/[CH:23]=[C:36]1\[O:37][C:33]2[CH:32]=[CH:31][C:30]([NH:29][C:27]([NH:26][CH3:25])=[O:28])=[CH:39][C:34]=2[C:35]\1=[O:38]. The yield is 0.350. (2) The reactants are [CH3:1][C:2]([CH3:9])([CH2:7][OH:8])[C@@H:3]([OH:6])[CH2:4][OH:5].[CH3:10][C:11]1[CH:16]=[CH:15][C:14](S([O-])(=O)=O)=[CH:13][CH:12]=1.C1C=C[NH+]=CC=1.COC(OC)C1C=CC=CC=1. The catalyst is ClCCl. The product is [CH3:1][C:2]1([CH3:9])[CH2:7][O:8][CH:10]([C:11]2[CH:16]=[CH:15][CH:14]=[CH:13][CH:12]=2)[O:6][C@H:3]1[CH2:4][OH:5]. The yield is 0.450. (3) The reactants are [CH3:1][N:2](C(ON1N=NC2C=CC=NC1=2)=[N+](C)C)[CH3:3].F[P-](F)(F)(F)(F)F.[NH2:25][C:26]1[CH:34]=[CH:33][C:29]([C:30](O)=[O:31])=[CH:28][C:27]=1[O:35][CH3:36].CCN(C(C)C)C(C)C.CNC. The catalyst is C1COCC1. The product is [NH2:25][C:26]1[CH:34]=[CH:33][C:29]([C:30]([N:2]([CH3:3])[CH3:1])=[O:31])=[CH:28][C:27]=1[O:35][CH3:36]. The yield is 0.590. (4) The reactants are [F:1][C:2]1[CH:7]=[CH:6][C:5]([O:8][CH2:9][CH2:10][CH3:11])=[C:4]([N+:12]([O-])=O)[CH:3]=1. The catalyst is [C].[Pd].C(O)C. The product is [F:1][C:2]1[CH:7]=[CH:6][C:5]([O:8][CH2:9][CH2:10][CH3:11])=[C:4]([CH:3]=1)[NH2:12]. The yield is 0.860. (5) The reactants are [F:1][C:2]1[CH:3]=[C:4]2[C:8](=[CH:9][CH:10]=1)[NH:7][C:6](=[O:11])[CH2:5]2.C[Si]([N-][Si](C)(C)C)(C)C.[Li+].O=[C:23]1[C:31]2[C:26](=[N:27][C:28]([C:32]([OH:34])=[O:33])=[CH:29][CH:30]=2)[CH2:25][O:24]1.Cl. The catalyst is C1COCC1.CN(C)C=O. The product is [F:1][C:2]1[CH:3]=[C:4]2[C:8](=[CH:9][CH:10]=1)[NH:7][C:6](=[O:11])[C:5]2=[C:23]1[C:31]2[C:26](=[N:27][C:28]([C:32]([OH:34])=[O:33])=[CH:29][CH:30]=2)[CH2:25][O:24]1. The yield is 0.290. (6) The reactants are [F:1][C:2]1[CH:7]=[CH:6][C:5]([NH:8][C:9]2[C:14]([C:15]([N:17]3[CH2:22][CH2:21][CH:20]([C:23]4[CH:28]=[CH:27][C:26]([F:29])=[CH:25][CH:24]=4)[CH2:19][CH2:18]3)=[O:16])=[CH:13][N:12]=[C:11]([S:30]([OH:33])(=[O:32])=O)[CH:10]=2)=[C:4]([CH3:34])[CH:3]=1.[CH3:35][C:36]1[CH:40]=[C:39]([NH2:41])[O:38][N:37]=1. No catalyst specified. The product is [F:1][C:2]1[CH:7]=[CH:6][C:5]([NH:8][C:9]2[C:14]([C:15]([N:17]3[CH2:22][CH2:21][CH:20]([C:23]4[CH:24]=[CH:25][C:26]([F:29])=[CH:27][CH:28]=4)[CH2:19][CH2:18]3)=[O:16])=[CH:13][N:12]=[C:11]([S:30]([NH:41][C:39]3[O:38][N:37]=[C:36]([CH3:35])[CH:40]=3)(=[O:33])=[O:32])[CH:10]=2)=[C:4]([CH3:34])[CH:3]=1. The yield is 0.170. (7) The reactants are Cl.[S:2]([N:12]1[C:16]2=[N:17][CH:18]=[C:19]([C:21]([O:23]C)=[O:22])[N:20]=[C:15]2[CH:14]=[CH:13]1)([C:5]1[CH:11]=[CH:10][C:8]([CH3:9])=[CH:7][CH:6]=1)(=[O:4])=[O:3]. The catalyst is O1CCOCC1. The product is [S:2]([N:12]1[C:16]2=[N:17][CH:18]=[C:19]([C:21]([OH:23])=[O:22])[N:20]=[C:15]2[CH:14]=[CH:13]1)([C:5]1[CH:6]=[CH:7][C:8]([CH3:9])=[CH:10][CH:11]=1)(=[O:4])=[O:3]. The yield is 0.850. (8) The reactants are [Cl:1][C:2]1[CH:3]=[C:4]([C:9]2([CH:15]([NH2:17])[CH3:16])[CH2:14][CH2:13][CH2:12][CH2:11][CH2:10]2)[CH:5]=[CH:6][C:7]=1[Cl:8].[CH2:18]([O:20]C=O)C. No catalyst specified. The product is [Cl:1][C:2]1[CH:3]=[C:4]([C:9]2([CH:15]([NH:17][CH:18]=[O:20])[CH3:16])[CH2:14][CH2:13][CH2:12][CH2:11][CH2:10]2)[CH:5]=[CH:6][C:7]=1[Cl:8]. The yield is 0.930. (9) The reactants are [Br:1][C:2]1[C:14]2[C:13]3[C:8](=[CH:9][CH:10]=[CH:11][CH:12]=3)[NH:7][C:6]=2[N:5]=[CH:4][CH:3]=1.[Cl:15]C1C=C2C(=CC=1)NC1=[N+]([O-])C=CC=C21.P(Br)(Br)(Br)=O. The catalyst is CN(C=O)C. The product is [Br:1][C:2]1[C:14]2[C:13]3[C:8](=[CH:9][CH:10]=[C:11]([Cl:15])[CH:12]=3)[NH:7][C:6]=2[N:5]=[CH:4][CH:3]=1. The yield is 0.350.